This data is from Forward reaction prediction with 1.9M reactions from USPTO patents (1976-2016). The task is: Predict the product of the given reaction. (1) Given the reactants [C:1]([O:4][C@@H:5]1[C@@H:10]([O:11][C:12](=[O:14])[CH3:13])[C@H:9]([O:15][C:16](=[O:18])[CH3:17])[CH2:8][S:7][CH:6]1Br)(=[O:3])[CH3:2].[OH:20][C:21]1[C:29]2[N:28]=[CH:27][N:26]([CH3:30])[C:25]=2[CH:24]=[CH:23][CH:22]=1, predict the reaction product. The product is: [C:1]([O:4][C@@H:5]1[C@@H:10]([O:11][C:12](=[O:14])[CH3:13])[C@H:9]([O:15][C:16](=[O:18])[CH3:17])[CH2:8][S:7][C@H:6]1[O:20][C:21]1[C:29]2[N:28]=[CH:27][N:26]([CH3:30])[C:25]=2[CH:24]=[CH:23][CH:22]=1)(=[O:3])[CH3:2]. (2) Given the reactants [Cl:1][C:2]1[CH:3]=[C:4]([CH:8]([C:10]2[CH:15]=[CH:14][CH:13]=[CH:12][CH:11]=2)O)[CH:5]=[CH:6][CH:7]=1.S(Cl)([Cl:18])=O, predict the reaction product. The product is: [Cl:1][C:2]1[CH:7]=[CH:6][CH:5]=[C:4]([CH:8]([Cl:18])[C:10]2[CH:15]=[CH:14][CH:13]=[CH:12][CH:11]=2)[CH:3]=1. (3) Given the reactants [C:1]([O:5][C:6]([N:8]1[CH2:13][CH:12]=[C:11]([C:14]2[C:19]([CH:20]3[CH2:23][NH:22][CH2:21]3)=[N:18][CH:17]=[CH:16][N:15]=2)[CH2:10][CH2:9]1)=[O:7])([CH3:4])([CH3:3])[CH3:2], predict the reaction product. The product is: [C:1]([O:5][C:6]([N:8]1[CH2:13][CH2:12][CH:11]([C:14]2[C:19]([CH:20]3[CH2:21][NH:22][CH2:23]3)=[N:18][CH:17]=[CH:16][N:15]=2)[CH2:10][CH2:9]1)=[O:7])([CH3:4])([CH3:2])[CH3:3]. (4) Given the reactants [NH2:1][CH2:2][CH2:3][O:4][CH2:5][CH:6]1[CH2:12][CH:11]2[N:13]([C:14]3[C:15]4[C:22]([C:23]5[CH:28]=[CH:27][CH:26]=[CH:25][CH:24]=5)=[C:21]([C:29]([NH:31][CH:32]([CH3:34])[CH3:33])=[O:30])[S:20][C:16]=4[N:17]=[CH:18][N:19]=3)[CH:8]([CH2:9][CH2:10]2)[CH2:7]1.C(N(CC)CC)C.[CH3:42][S:43](Cl)(=[O:45])=[O:44], predict the reaction product. The product is: [CH:32]([NH:31][C:29]([C:21]1[S:20][C:16]2[N:17]=[CH:18][N:19]=[C:14]([N:13]3[CH:11]4[CH2:10][CH2:9][CH:8]3[CH2:7][CH:6]([CH2:5][O:4][CH2:3][CH2:2][NH:1][S:43]([CH3:42])(=[O:45])=[O:44])[CH2:12]4)[C:15]=2[C:22]=1[C:23]1[CH:28]=[CH:27][CH:26]=[CH:25][CH:24]=1)=[O:30])([CH3:34])[CH3:33]. (5) The product is: [F:26][C:23]([F:24])([F:25])[C:18]1[CH:19]=[CH:20][CH:21]=[CH:22][C:17]=1[O:16][CH:13]1[CH2:12][CH2:11][N:10]([C:7]2[N:8]=[CH:9][C:4]([NH2:1])=[CH:5][CH:6]=2)[CH2:15][CH2:14]1. Given the reactants [N+:1]([C:4]1[CH:5]=[CH:6][C:7]([N:10]2[CH2:15][CH2:14][CH:13]([O:16][C:17]3[CH:22]=[CH:21][CH:20]=[CH:19][C:18]=3[C:23]([F:26])([F:25])[F:24])[CH2:12][CH2:11]2)=[N:8][CH:9]=1)([O-])=O, predict the reaction product. (6) Given the reactants S(Cl)(Cl)=O.[CH2:5]([N:9]([CH2:15][C:16]1[CH:21]=[CH:20][CH:19]=[C:18]([C:22]2[N:26]=[C:25]([CH3:27])[O:24][N:23]=2)[CH:17]=1)[C:10](=[O:14])[C:11]([O-:13])=O)[CH:6]([CH3:8])[CH3:7].C(N(CC)CC)C.[C:35]([NH:39][S:40]([C:43]1[C:44]([C:49]2[CH:54]=[CH:53][C:52]([NH2:55])=[CH:51][CH:50]=2)=[CH:45][CH:46]=[CH:47][CH:48]=1)(=[O:42])=[O:41])([CH3:38])([CH3:37])[CH3:36], predict the reaction product. The product is: [C:35]([NH:39][S:40]([C:43]1[CH:48]=[CH:47][CH:46]=[CH:45][C:44]=1[C:49]1[CH:54]=[CH:53][C:52]([NH:55][C:11](=[O:13])[C:10]([N:9]([CH2:5][CH:6]([CH3:7])[CH3:8])[CH2:15][C:16]2[CH:21]=[CH:20][CH:19]=[C:18]([C:22]3[N:26]=[C:25]([CH3:27])[O:24][N:23]=3)[CH:17]=2)=[O:14])=[CH:51][CH:50]=1)(=[O:42])=[O:41])([CH3:38])([CH3:36])[CH3:37]. (7) Given the reactants C([SiH](CC)CC)C.FC(F)(F)C(O)=O.[CH3:15][O:16][C:17](=[O:30])[CH2:18][N:19]1[C:27]2[C:22](=[CH:23][C:24]([F:28])=[CH:25][CH:26]=2)[CH:21]=[C:20]1[CH3:29].[N:31]1[CH:36]=[CH:35][CH:34]=[C:33]([S:37]([C:40]2[CH:44]=[CH:43][S:42][C:41]=2[CH:45]=O)(=[O:39])=[O:38])[CH:32]=1, predict the reaction product. The product is: [CH3:15][O:16][C:17](=[O:30])[CH2:18][N:19]1[C:27]2[C:22](=[CH:23][C:24]([F:28])=[CH:25][CH:26]=2)[C:21]([CH2:45][C:41]2[S:42][CH:43]=[CH:44][C:40]=2[S:37]([C:33]2[CH:32]=[N:31][CH:36]=[CH:35][CH:34]=2)(=[O:39])=[O:38])=[C:20]1[CH3:29]. (8) Given the reactants [CH2:1]([O:4][C:5]1[CH:13]=[C:12]2[C:8]([CH:9]=[C:10]([C:14]([O:16][CH2:17][CH3:18])=[O:15])[NH:11]2)=[CH:7][C:6]=1[Br:19])[CH:2]=[CH2:3].[H-].[Na+].[CH3:22]I.[NH4+].[Cl-], predict the reaction product. The product is: [CH2:1]([O:4][C:5]1[CH:13]=[C:12]2[C:8]([CH:9]=[C:10]([C:14]([O:16][CH2:17][CH3:18])=[O:15])[N:11]2[CH3:22])=[CH:7][C:6]=1[Br:19])[CH:2]=[CH2:3]. (9) Given the reactants C[Si]([N-][Si](C)(C)C)(C)C.[Na+].C1COCC1.[C:16]([NH:21][C:22]1[N:32]=[CH:31][C:30](/[CH:33]=[CH:34]/[C:35]([O:37]CC)=[O:36])=[CH:29][C:23]=1[C:24]([O:26]CC)=O)(=[O:20])[CH2:17][CH2:18][CH3:19].CO, predict the reaction product. The product is: [OH:26][C:24]1[C:23]2[CH:29]=[C:30](/[CH:33]=[CH:34]/[C:35]([OH:37])=[O:36])[CH:31]=[N:32][C:22]=2[NH:21][C:16](=[O:20])[C:17]=1[CH2:18][CH3:19].